Dataset: Catalyst prediction with 721,799 reactions and 888 catalyst types from USPTO. Task: Predict which catalyst facilitates the given reaction. (1) Reactant: [NH2:1][C:2]1[C:7]([C:8]([F:11])([F:10])[F:9])=[CH:6][C:5]([CH2:12][C@@H:13]([O:34][C:35]([N:37]2[CH2:42][CH2:41][CH:40]([N:43]3[CH2:49][CH2:48][C:47]4[CH:50]=[CH:51][CH:52]=[CH:53][C:46]=4[NH:45][C:44]3=[O:54])[CH2:39][CH2:38]2)=[O:36])[C:14]([N:16]2[CH2:21][CH2:20][N:19]([CH:22]3[CH2:27][CH2:26][N:25]([CH2:28][C:29]([O:31][CH2:32][CH3:33])=[O:30])[CH2:24][CH2:23]3)[CH2:18][CH2:17]2)=[O:15])=[CH:4][C:3]=1[Cl:55].[C:56]([OH:65])(=[O:64])[C:57]1[C:58](=[CH:60][CH:61]=[CH:62][CH:63]=1)[OH:59]. Product: [C:56]([OH:65])(=[O:64])[C:57]1[C:58](=[CH:60][CH:61]=[CH:62][CH:63]=1)[OH:59].[NH2:1][C:2]1[C:7]([C:8]([F:9])([F:11])[F:10])=[CH:6][C:5]([CH2:12][C@@H:13]([O:34][C:35]([N:37]2[CH2:38][CH2:39][CH:40]([N:43]3[CH2:49][CH2:48][C:47]4[CH:50]=[CH:51][CH:52]=[CH:53][C:46]=4[NH:45][C:44]3=[O:54])[CH2:41][CH2:42]2)=[O:36])[C:14]([N:16]2[CH2:17][CH2:18][N:19]([CH:22]3[CH2:23][CH2:24][N:25]([CH2:28][C:29]([O:31][CH2:32][CH3:33])=[O:30])[CH2:26][CH2:27]3)[CH2:20][CH2:21]2)=[O:15])=[CH:4][C:3]=1[Cl:55]. The catalyst class is: 8. (2) Product: [F:22][C:21]([F:24])([F:23])[C:18]1[CH:19]=[CH:20][C:15]([NH:14][C:11]2[C:12]3[N:13]=[C:5]([CH2:4][C:3]4[CH:25]=[CH:26][CH:27]=[CH:28][C:2]=4[C:30]#[N:31])[S:6][C:7]=3[N:8]=[CH:9][N:10]=2)=[CH:16][CH:17]=1. The catalyst class is: 3. Reactant: I[C:2]1[CH:28]=[CH:27][CH:26]=[CH:25][C:3]=1[CH2:4][C:5]1[S:6][C:7]2[N:8]=[CH:9][N:10]=[C:11]([NH:14][C:15]3[CH:20]=[CH:19][C:18]([C:21]([F:24])([F:23])[F:22])=[CH:17][CH:16]=3)[C:12]=2[N:13]=1.[Cu](C#N)[C:30]#[N:31].